From a dataset of Reaction yield outcomes from USPTO patents with 853,638 reactions. Predict the reaction yield, written as a fraction of the theoretical maximum amount of product (1.0 means a 100% yield; for example, 0.34 means a 34% yield). (1) The reactants are [C:1]([N:4]1[C:12]2[C:7](=[C:8]([N:17]3[CH2:22][CH2:21][CH2:20][CH2:19][S:18]3(=[O:24])=[O:23])[CH:9]=[C:10]([C:13]([O:15][CH3:16])=[O:14])[CH:11]=2)[CH2:6][CH2:5]1)(=O)[CH3:2].CCO. The catalyst is C1COCC1. The product is [O:24]=[S:18]1(=[O:23])[CH2:19][CH2:20][CH2:21][CH2:22][N:17]1[C:8]1[CH:9]=[C:10]([C:13]([O:15][CH3:16])=[O:14])[CH:11]=[C:12]2[C:7]=1[CH2:6][CH2:5][N:4]2[CH2:1][CH3:2]. The yield is 0.700. (2) The reactants are [NH:1]1[C:9]2[C:4](=[CH:5][CH:6]=[CH:7][CH:8]=2)[C:3]2([CH2:13][O:12][C:11]3[CH:14]=[C:15]4[C:19](=[CH:20][C:10]2=3)[CH2:18][CH2:17][O:16]4)[C:2]1=[O:21].[H-].[Na+].I[CH3:25]. The catalyst is CN(C)C=O. The product is [CH3:25][N:1]1[C:9]2[C:4](=[CH:5][CH:6]=[CH:7][CH:8]=2)[C:3]2([CH2:13][O:12][C:11]3[CH:14]=[C:15]4[C:19](=[CH:20][C:10]2=3)[CH2:18][CH2:17][O:16]4)[C:2]1=[O:21]. The yield is 0.880. (3) The reactants are [CH2:1]([N:8]1[C:12]2=[C:13]([N:19]3[CH2:28][CH2:27][C:26]4[C:21](=[CH:22][CH:23]=[CH:24][CH:25]=4)[CH2:20]3)[N:14]=[C:15]([C:17]#[N:18])[CH:16]=[C:11]2[C:10]([CH3:29])=[C:9]1[CH3:30])[C:2]1[CH:7]=[CH:6][CH:5]=[CH:4][CH:3]=1.[OH-:31].[K+]. The catalyst is C(O)C.O. The product is [CH2:1]([N:8]1[C:12]2=[C:13]([N:19]3[CH2:28][CH2:27][C:26]4[C:21](=[CH:22][CH:23]=[CH:24][CH:25]=4)[CH2:20]3)[N:14]=[C:15]([C:17]([NH2:18])=[O:31])[CH:16]=[C:11]2[C:10]([CH3:29])=[C:9]1[CH3:30])[C:2]1[CH:3]=[CH:4][CH:5]=[CH:6][CH:7]=1. The yield is 0.840. (4) The reactants are [N+:1]([C:4]1[CH:5]=[C:6]([C:11]([F:14])([F:13])[F:12])[C:7](O)=[N:8][CH:9]=1)([O-:3])=[O:2].O=S(Cl)[Cl:17].CN(C=O)C. No catalyst specified. The product is [Cl:17][C:7]1[C:6]([C:11]([F:14])([F:13])[F:12])=[CH:5][C:4]([N+:1]([O-:3])=[O:2])=[CH:9][N:8]=1. The yield is 0.551.